Dataset: Forward reaction prediction with 1.9M reactions from USPTO patents (1976-2016). Task: Predict the product of the given reaction. (1) Given the reactants [Si]([O:8][CH2:9][C:10]1[CH:11]=[C:12]([CH:23]=[CH:24][C:25]=1[O:26][CH2:27][CH3:28])[CH2:13][C:14]1([C:19]([O:21][CH3:22])=[O:20])[CH2:18][CH2:17][CH2:16][O:15]1)(C(C)(C)C)(C)C, predict the reaction product. The product is: [CH2:27]([O:26][C:25]1[CH:24]=[CH:23][C:12]([CH2:13][C:14]2([C:19]([O:21][CH3:22])=[O:20])[CH2:18][CH2:17][CH2:16][O:15]2)=[CH:11][C:10]=1[CH2:9][OH:8])[CH3:28]. (2) Given the reactants Cl[CH2:2][C:3]1[N:7]([C:8]2[CH:13]=[CH:12][CH:11]=[C:10]([C:14]([F:17])([F:16])[F:15])[CH:9]=2)[N:6]=[N:5][N:4]=1.C(N(CC)CC)C.[NH:25]1[CH2:30][CH2:29][NH:28][CH2:27][C:26]1=[O:31], predict the reaction product. The product is: [F:15][C:14]([F:17])([F:16])[C:10]1[CH:9]=[C:8]([N:7]2[C:3]([CH2:2][N:28]3[CH2:29][CH2:30][NH:25][C:26](=[O:31])[CH2:27]3)=[N:4][N:5]=[N:6]2)[CH:13]=[CH:12][CH:11]=1. (3) Given the reactants [CH3:1][C:2]1[O:6][C:5]([C:7]2[CH:8]=[C:9]([CH3:13])[CH:10]=[CH:11][CH:12]=2)=[N:4][C:3]=1[CH2:14][O:15][C@H:16]1[CH2:21][CH2:20][CH2:19][C@@H:18]([O:22][CH2:23][CH:24]=O)[CH2:17]1.[BH4-].[Na+].C[OH:29], predict the reaction product. The product is: [CH3:1][C:2]1[O:6][C:5]([C:7]2[CH:8]=[C:9]([CH3:13])[CH:10]=[CH:11][CH:12]=2)=[N:4][C:3]=1[CH2:14][O:15][C@H:16]1[CH2:21][CH2:20][CH2:19][CH:18]([O:22][C@@H:23]([OH:29])[CH3:24])[CH2:17]1. (4) Given the reactants [CH3:1][O:2][C:3](=[O:20])[C:4]1[CH:9]=[CH:8][CH:7]=[C:6]([O:10][C@H:11]([C:13]([O:15]C(C)(C)C)=[O:14])[CH3:12])[CH:5]=1.FC(F)(F)C(O)=O, predict the reaction product. The product is: [CH3:1][O:2][C:3](=[O:20])[C:4]1[CH:9]=[CH:8][CH:7]=[C:6]([O:10][C@H:11]([C:13]([OH:15])=[O:14])[CH3:12])[CH:5]=1. (5) Given the reactants N.[OH:2][C@H:3]1[CH2:8][CH2:7][CH2:6][C@H:5]([C:9]#[N:10])[CH2:4]1, predict the reaction product. The product is: [NH2:10][CH2:9][C@H:5]1[CH2:6][CH2:7][CH2:8][C@H:3]([OH:2])[CH2:4]1.